This data is from Full USPTO retrosynthesis dataset with 1.9M reactions from patents (1976-2016). The task is: Predict the reactants needed to synthesize the given product. (1) The reactants are: Br[C:2]1[CH:3]=[CH:4][C:5]2[S:9](=[O:11])(=[O:10])[NH:8][CH:7]([CH2:12][OH:13])[C:6]=2[CH:14]=1.[F:15][C:16]1[CH:24]=[C:23]2[C:19]([C:20](B3OC(C)(C)C(C)(C)O3)=[CH:21][N:22]2[C:25]([O:27][C:28]([CH3:31])([CH3:30])[CH3:29])=[O:26])=[CH:18][CH:17]=1.C([O-])([O-])=O.[Cs+].[Cs+]. Given the product [F:15][C:16]1[CH:24]=[C:23]2[C:19]([C:20]([C:2]3[CH:3]=[CH:4][C:5]4[S:9](=[O:11])(=[O:10])[NH:8][CH:7]([CH2:12][OH:13])[C:6]=4[CH:14]=3)=[CH:21][N:22]2[C:25]([O:27][C:28]([CH3:31])([CH3:30])[CH3:29])=[O:26])=[CH:18][CH:17]=1, predict the reactants needed to synthesize it. (2) The reactants are: [CH3:1][O:2][C:3](=[O:20])[CH:4]([NH2:19])[C:5]1[CH:10]=[CH:9][CH:8]=[C:7]([S:11](=[O:18])(=[O:17])[NH:12]C(C)(C)C)[CH:6]=1.C1(OC)C=CC=CC=1.C(O)(C(F)(F)F)=O. Given the product [CH3:1][O:2][C:3](=[O:20])[CH:4]([NH2:19])[C:5]1[CH:10]=[CH:9][CH:8]=[C:7]([S:11](=[O:17])(=[O:18])[NH2:12])[CH:6]=1, predict the reactants needed to synthesize it. (3) Given the product [O:1]1[C:5]2([CH2:10][CH2:9][CH:8]([NH:11][C:12]3[CH:21]=[CH:20][C:19]([F:22])=[CH:18][C:13]=3[C:14]([OH:16])=[O:15])[CH2:7][CH2:6]2)[O:4][CH2:3][CH2:2]1, predict the reactants needed to synthesize it. The reactants are: [O:1]1[C:5]2([CH2:10][CH2:9][CH:8]([NH:11][C:12]3[CH:21]=[CH:20][C:19]([F:22])=[CH:18][C:13]=3[C:14]([O:16]C)=[O:15])[CH2:7][CH2:6]2)[O:4][CH2:3][CH2:2]1.[OH-].[Na+].O1CCCC1.Cl. (4) Given the product [CH2:13]([O:17][C:18](=[O:22])[C@H:19]([CH3:21])[NH:20][C:9](=[O:11])[CH2:8][C:5]1[CH:4]=[CH:3][C:2]([Cl:1])=[CH:7][CH:6]=1)[CH:14]([CH3:16])[CH3:15], predict the reactants needed to synthesize it. The reactants are: [Cl:1][C:2]1[CH:7]=[CH:6][C:5]([CH2:8][C:9]([OH:11])=O)=[CH:4][CH:3]=1.Cl.[CH2:13]([O:17][C:18](=[O:22])[C@H:19]([CH3:21])[NH2:20])[CH:14]([CH3:16])[CH3:15]. (5) The reactants are: [CH:1]([N:4]1[CH2:9][CH2:8][N:7]([CH2:10][C:11]2[CH:18]=[CH:17][C:14]([CH:15]=O)=[CH:13][CH:12]=2)[CH2:6][CH2:5]1)([CH3:3])[CH3:2].OS([O-])=O.[Na+].CC1C=CC(S(O)(=O)=O)=CC=1.[NH2:35][C:36]1[CH:44]=[C:43]([O:45][CH3:46])[CH:42]=[C:41]([O:47][CH3:48])[C:37]=1[C:38]([NH2:40])=[O:39]. Given the product [CH:1]([N:4]1[CH2:9][CH2:8][N:7]([CH2:10][C:11]2[CH:18]=[CH:17][C:14]([C:15]3[NH:40][C:38](=[O:39])[C:37]4[C:36](=[CH:44][C:43]([O:45][CH3:46])=[CH:42][C:41]=4[O:47][CH3:48])[N:35]=3)=[CH:13][CH:12]=2)[CH2:6][CH2:5]1)([CH3:3])[CH3:2], predict the reactants needed to synthesize it. (6) Given the product [Br:23][C:21]1[CH:22]=[C:17]([C:9]2[NH:8][C:16]3[C:11]([CH:10]=2)=[CH:12][CH:13]=[CH:14][CH:15]=3)[CH:18]=[N:19][CH:20]=1, predict the reactants needed to synthesize it. The reactants are: C(OC([N:8]1[C:16]2[C:11](=[CH:12][CH:13]=[CH:14][CH:15]=2)[CH:10]=[C:9]1[C:17]1[CH:18]=[N:19][CH:20]=[C:21]([Br:23])[CH:22]=1)=O)(C)(C)C.Cl. (7) Given the product [Cl:1][C:2]1[C:7]([O:8][CH3:9])=[CH:6][C:5]([O:10][CH2:20][CH:22]2[CH2:23][O:24]2)=[C:4]([N+:11]([O-:13])=[O:12])[CH:3]=1, predict the reactants needed to synthesize it. The reactants are: [Cl:1][C:2]1[C:7]([O:8][CH3:9])=[CH:6][C:5]([OH:10])=[C:4]([N+:11]([O-:13])=[O:12])[CH:3]=1.C([O-])([O-])=O.[Cs+].[Cs+].[CH2:20]([CH:22]1[O:24][CH2:23]1)Cl. (8) Given the product [Br:1][C:2]1[CH:3]=[CH:4][C:5]([C:8]2[N:9]([CH:18]3[CH2:20][CH2:19]3)[C:10](=[O:17])[N:11]([CH2:13][C:14]([NH:31][CH:29]([C:25]3[CH:26]=[CH:27][CH:28]=[C:23]([C:22]([F:21])([F:32])[F:33])[CH:24]=3)[CH3:30])=[O:16])[CH:12]=2)=[CH:6][CH:7]=1, predict the reactants needed to synthesize it. The reactants are: [Br:1][C:2]1[CH:7]=[CH:6][C:5]([C:8]2[N:9]([CH:18]3[CH2:20][CH2:19]3)[C:10](=[O:17])[N:11]([CH2:13][C:14]([OH:16])=O)[CH:12]=2)=[CH:4][CH:3]=1.[F:21][C:22]([F:33])([F:32])[C:23]1[CH:24]=[C:25]([CH:29]([NH2:31])[CH3:30])[CH:26]=[CH:27][CH:28]=1.C1C=CC2N(O)N=NC=2C=1.CCN=C=NCCCN(C)C.Cl.